This data is from Full USPTO retrosynthesis dataset with 1.9M reactions from patents (1976-2016). The task is: Predict the reactants needed to synthesize the given product. (1) Given the product [F:1][C:2]1[CH:3]=[C:4]([CH2:5][OH:6])[CH:10]=[CH:11][C:12]=1[C:13]#[C:14][CH2:15][CH2:16][CH2:17][CH2:18][C:19]1[CH:24]=[CH:23][CH:22]=[CH:21][CH:20]=1, predict the reactants needed to synthesize it. The reactants are: [F:1][C:2]1[CH:3]=[C:4]([CH:10]=[CH:11][C:12]=1[C:13]#[C:14][CH2:15][CH2:16][CH2:17][CH2:18][C:19]1[CH:24]=[CH:23][CH:22]=[CH:21][CH:20]=1)[C:5](OCC)=[O:6].[H-].[H-].[H-].[H-].[Li+].[Al+3]. (2) Given the product [Br:13][C:14]1[CH:22]=[CH:21][C:17]([C:18]([OH:20])=[O:19])=[C:16]([CH2:23][C:24]([OH:27])=[O:25])[CH:15]=1, predict the reactants needed to synthesize it. The reactants are: C(NC(C)C)(C)C.[Li]CCCC.[Br:13][C:14]1[CH:22]=[CH:21][C:17]([C:18]([OH:20])=[O:19])=[C:16]([CH3:23])[CH:15]=1.[C:24](=O)([O:27]C)[O:25]C.